From a dataset of Reaction yield outcomes from USPTO patents with 853,638 reactions. Predict the reaction yield, written as a fraction of the theoretical maximum amount of product (1.0 means a 100% yield; for example, 0.34 means a 34% yield). (1) The reactants are [CH3:1][C:2]1[C:16](=[O:17])[N:15]=[C:14]2[N:4]([C@@H:5]3[O:9][C@H:8]([CH2:10][OH:11])[C@@H:7]([OH:12])[C@@H:6]3[O:13]2)[CH:3]=1.[CH3:18][O:19][CH2:20][CH2:21][O:22]B([O:22][CH2:21][CH2:20][O:19][CH3:18])[O:22][CH2:21][CH2:20][O:19][CH3:18]. The catalyst is COCCO. The product is [CH3:18][O:19][CH2:20][CH2:21][O:22][C@@H:6]1[C@H:7]([OH:12])[C@@H:8]([CH2:10][OH:11])[O:9][C@H:5]1[N:4]1[CH:3]=[C:2]([CH3:1])[C:16](=[O:17])[NH:15][C:14]1=[O:13]. The yield is 0.630. (2) The reactants are F[C:2]1[CH:7]=[C:6]([C:8]2[C:9]([CH3:15])=[N:10][CH:11]=[C:12]([NH2:14])[CH:13]=2)[CH:5]=[C:4]([F:16])[N:3]=1.C(=O)([O-])[O-].[K+].[K+].[NH2:23][CH2:24][CH2:25][OH:26]. The catalyst is CS(C)=O. The product is [NH2:14][C:12]1[CH:13]=[C:8]([C:6]2[CH:5]=[C:4]([F:16])[N:3]=[C:2]([NH:23][CH2:24][CH2:25][OH:26])[CH:7]=2)[C:9]([CH3:15])=[N:10][CH:11]=1. The yield is 0.950. (3) The reactants are Br[C:2]1[CH:7]=[CH:6][N:5]=[C:4]([NH:8][CH2:9][CH:10]([OH:22])[CH2:11][N:12]2[CH2:21][CH2:20][C:19]3[C:14](=[CH:15][CH:16]=[CH:17][CH:18]=3)[CH2:13]2)[CH:3]=1.[CH3:23][C:24]1([CH3:40])[C:28]([CH3:30])([CH3:29])[O:27][B:26]([B:26]2[O:27][C:28]([CH3:30])([CH3:29])[C:24]([CH3:40])([CH3:23])[O:25]2)[O:25]1.CC([O-])=O.[K+]. The catalyst is O1CCOCC1.C1C=CC(P(C2C=CC=CC=2)[C-]2C=CC=C2)=CC=1.C1C=CC(P(C2C=CC=CC=2)[C-]2C=CC=C2)=CC=1.Cl[Pd]Cl.[Fe+2]. The product is [CH2:13]1[C:14]2[C:19](=[CH:18][CH:17]=[CH:16][CH:15]=2)[CH2:20][CH2:21][N:12]1[CH2:11][CH:10]([OH:22])[CH2:9][NH:8][C:4]1[CH:3]=[C:2]([B:26]2[O:27][C:28]([CH3:30])([CH3:29])[C:24]([CH3:40])([CH3:23])[O:25]2)[CH:7]=[CH:6][N:5]=1. The yield is 1.04. (4) The reactants are [C:1]([CH2:3][C:4]([O:6][CH3:7])=[O:5])#[N:2].C(N(C(C)C)CC)(C)C.[CH2:17](Br)[C:18]([C:20]1[CH:25]=[CH:24][CH:23]=[CH:22][CH:21]=1)=[O:19]. The catalyst is O1CCCC1. The product is [C:1]([CH:3]([CH2:17][C:18]([C:20]1[CH:25]=[CH:24][CH:23]=[CH:22][CH:21]=1)=[O:19])[C:4]([O:6][CH3:7])=[O:5])#[N:2]. The yield is 0.950. (5) The reactants are [CH2:1]([O:3][C:4]([C:6]([C:9]1[N:10](C(OC(C)(C)C)=O)[C:11]2[C:16]([CH:17]=1)=[CH:15][CH:14]=[CH:13][CH:12]=2)([CH3:8])[CH3:7])=[O:5])[CH3:2]. The catalyst is ClCCl.C(O)(C(F)(F)F)=O. The product is [NH:10]1[C:11]2[C:16](=[CH:15][CH:14]=[CH:13][CH:12]=2)[CH:17]=[C:9]1[C:6]([CH3:7])([CH3:8])[C:4]([O:3][CH2:1][CH3:2])=[O:5]. The yield is 0.780. (6) The reactants are CO[C:3]([C:5]1[N:6]=[N:7][C:8]([N:11]2[CH2:16][CH2:15][N:14]([C:17](=[O:28])[C:18]3[CH:23]=[CH:22][CH:21]=[CH:20][C:19]=3[C:24]([F:27])([F:26])[F:25])[CH2:13][CH2:12]2)=[CH:9][CH:10]=1)=[O:4].[CH2:29]([NH2:33])[CH:30]([NH2:32])[CH3:31]. No catalyst specified. The product is [NH2:32][CH:30]([CH3:31])[CH2:29][NH:33][C:3]([C:5]1[N:6]=[N:7][C:8]([N:11]2[CH2:12][CH2:13][N:14]([C:17](=[O:28])[C:18]3[CH:23]=[CH:22][CH:21]=[CH:20][C:19]=3[C:24]([F:26])([F:25])[F:27])[CH2:15][CH2:16]2)=[CH:9][CH:10]=1)=[O:4]. The yield is 0.850. (7) The reactants are CN(C)[CH:3]=[O:4].P(Cl)(Cl)(Cl)=O.[CH3:11][C:12]1[C:16]([CH3:17])=[CH:15][NH:14][CH:13]=1. The catalyst is ClCCCl. The product is [CH3:11][C:12]1[C:16]([CH3:17])=[CH:15][NH:14][C:13]=1[CH:3]=[O:4]. The yield is 0.500. (8) The reactants are [C:1]([O:5][C:6]([CH3:9])([CH3:8])[CH3:7])(=[O:4])[NH:2][NH2:3].[CH:10](=O)[C:11]1[CH:16]=[CH:15][CH:14]=[CH:13][CH:12]=1. The catalyst is C(OCC)(=O)C. The product is [C:11]1([CH:10]=[N:3][NH:2][C:1]([O:5][C:6]([CH3:9])([CH3:8])[CH3:7])=[O:4])[CH:16]=[CH:15][CH:14]=[CH:13][CH:12]=1. The yield is 0.890. (9) The reactants are [CH2:1]([O:3][C:4](=[O:39])[CH2:5][CH2:6][CH2:7][O:8][C:9]1[CH:14]=[CH:13][CH:12]=[C:11]([CH2:15][CH2:16][CH2:17][CH2:18][CH2:19][CH2:20][O:21][C:22]2[CH:27]=[C:26]([O:28][CH2:29][CH3:30])[CH:25]=[C:24](Br)[CH:23]=2)[C:10]=1[CH2:32][CH2:33][C:34]([O:36][CH2:37][CH3:38])=[O:35])[CH3:2].[NH:40]1[C:48]2[C:43](=[CH:44][C:45](B(O)O)=[CH:46][CH:47]=2)[CH2:42][CH2:41]1.C(=O)([O-])[O-].[Cs+].[Cs+]. The catalyst is C1C=CC(P(C2C=CC=CC=2)[C-]2C=CC=C2)=CC=1.C1C=CC(P(C2C=CC=CC=2)[C-]2C=CC=C2)=CC=1.Cl[Pd]Cl.[Fe+2]. The product is [CH2:1]([O:3][C:4](=[O:39])[CH2:5][CH2:6][CH2:7][O:8][C:9]1[CH:14]=[CH:13][CH:12]=[C:11]([CH2:15][CH2:16][CH2:17][CH2:18][CH2:19][CH2:20][O:21][C:22]2[CH:23]=[C:24]([C:45]3[CH:44]=[C:43]4[C:48](=[CH:47][CH:46]=3)[NH:40][CH:41]=[CH:42]4)[CH:25]=[C:26]([O:28][CH2:29][CH3:30])[CH:27]=2)[C:10]=1[CH2:32][CH2:33][C:34]([O:36][CH2:37][CH3:38])=[O:35])[CH3:2]. The yield is 0.0800.